Dataset: Reaction yield outcomes from USPTO patents with 853,638 reactions. Task: Predict the reaction yield, written as a fraction of the theoretical maximum amount of product (1.0 means a 100% yield; for example, 0.34 means a 34% yield). (1) The reactants are [CH3:1][O:2][C:3]([NH:5][C@@H:6]([CH:20]([CH3:22])[CH3:21])[C:7]([N:9]1[C@@H:13]([CH3:14])[CH2:12][CH2:11][C@H:10]1[C:15]([O:17]CC)=[O:16])=[O:8])=[O:4].[Li+].[OH-]. The catalyst is CO. The product is [CH3:1][O:2][C:3]([NH:5][C@@H:6]([CH:20]([CH3:22])[CH3:21])[C:7]([N:9]1[C@@H:13]([CH3:14])[CH2:12][CH2:11][C@H:10]1[C:15]([OH:17])=[O:16])=[O:8])=[O:4]. The yield is 0.560. (2) The reactants are [BH4-].[Na+].[CH3:3][C:4]1[N:5]=[C:6]2[CH:11]=[CH:10][CH:9]=[CH:8][N:7]2[C:12]=1[CH:13]=[O:14]. The catalyst is CO. The product is [CH3:3][C:4]1[N:5]=[C:6]2[CH:11]=[CH:10][CH:9]=[CH:8][N:7]2[C:12]=1[CH2:13][OH:14]. The yield is 0.590.